This data is from Reaction yield outcomes from USPTO patents with 853,638 reactions. The task is: Predict the reaction yield, written as a fraction of the theoretical maximum amount of product (1.0 means a 100% yield; for example, 0.34 means a 34% yield). (1) The reactants are Cl[C:2]1[C:3]2[S:11][CH:10]=[CH:9][C:4]=2[N:5]=[C:6]([CH3:8])[N:7]=1.[CH3:12][O-:13].[Na+]. The catalyst is CO. The product is [CH3:12][O:13][C:2]1[C:3]2[S:11][CH:10]=[CH:9][C:4]=2[N:5]=[C:6]([CH3:8])[N:7]=1. The yield is 0.720. (2) The yield is 0.670. The reactants are [C:1]([C:3]1[CH:7]=[C:6]([CH3:8])[N:5]([C:9]2[C:14]([CH3:15])=[CH:13][C:12]([CH3:16])=[CH:11][C:10]=2[CH3:17])[C:4]=1[NH:18][C:19](=O)[CH3:20])#[N:2].P(=O)(O)(O)[OH:23]. No catalyst specified. The product is [CH3:20][C:19]1[NH:2][C:1](=[O:23])[C:3]2[CH:7]=[C:6]([CH3:8])[N:5]([C:9]3[C:14]([CH3:15])=[CH:13][C:12]([CH3:16])=[CH:11][C:10]=3[CH3:17])[C:4]=2[N:18]=1. (3) The reactants are Br[C:2]1[CH:3]=[C:4]2[C@:15]3([CH2:19][S:18][C:17]([NH2:20])=[N:16]3)[C:14]3[C:9](=[CH:10][CH:11]=[C:12]([C:21]4[C:22]([F:27])=[N:23][CH:24]=[CH:25][CH:26]=4)[CH:13]=3)[O:8][C:5]2=[N:6][CH:7]=1.C(=O)([O-])[O-].[K+].[K+].[O:34]1[CH2:39][CH:38]=[C:37](B2OC(C)(C)C(C)(C)O2)[CH2:36][CH2:35]1.O1CCOCC1. The catalyst is C1C=CC([P]([Pd]([P](C2C=CC=CC=2)(C2C=CC=CC=2)C2C=CC=CC=2)([P](C2C=CC=CC=2)(C2C=CC=CC=2)C2C=CC=CC=2)[P](C2C=CC=CC=2)(C2C=CC=CC=2)C2C=CC=CC=2)(C2C=CC=CC=2)C2C=CC=CC=2)=CC=1.CO.O. The product is [O:34]1[CH2:35][CH:36]=[C:37]([C:2]2[CH:3]=[C:4]3[C@:15]4([CH2:19][S:18][C:17]([NH2:20])=[N:16]4)[C:14]4[C:9](=[CH:10][CH:11]=[C:12]([C:21]5[C:22]([F:27])=[N:23][CH:24]=[CH:25][CH:26]=5)[CH:13]=4)[O:8][C:5]3=[N:6][CH:7]=2)[CH2:38][CH2:39]1. The yield is 0.830. (4) The reactants are [CH3:1][C@H:2]1[C@H:11]([CH3:12])[C@@H:10]([NH:13][C:14]2[N:19]=[C:18]([CH3:20])[CH:17]=[CH:16][N:15]=2)[C:9]2[C:4](=[CH:5][CH:6]=[C:7]([C:21]3[CH2:22][CH2:23][NH:24][CH2:25][CH:26]=3)[CH:8]=2)[N:3]1[C:27](=[O:29])[CH3:28].Br[CH2:31][CH2:32][OH:33]. The catalyst is ClCCl. The product is [OH:33][CH2:32][CH2:31][N:24]1[CH2:23][CH:22]=[C:21]([C:7]2[CH:8]=[C:9]3[C:4](=[CH:5][CH:6]=2)[N:3]([C:27](=[O:29])[CH3:28])[C@@H:2]([CH3:1])[C@H:11]([CH3:12])[C@H:10]3[NH:13][C:14]2[N:19]=[C:18]([CH3:20])[CH:17]=[CH:16][N:15]=2)[CH2:26][CH2:25]1. The yield is 0.280. (5) The reactants are CN1CCN(C2C=CC(N[CH:15]=[C:16]3[C:24]4[C:19](=[CH:20][C:21]([C:25]([C:27]5[CH:28]=[C:29]([NH:33][C:34]([C:36]6[C:40]([Cl:41])=[CH:39][N:38]([CH2:42][CH3:43])[N:37]=6)=[O:35])[CH:30]=[CH:31][CH:32]=5)=[O:26])=[CH:22][CH:23]=4)[NH:18][C:17]3=[O:44])=CC=2)CC1.C1COCC1.[N:50]1([CH2:55][C:56]2[CH:61]=[CH:60][C:59]([NH2:62])=[CH:58][CH:57]=2)[CH2:54][CH2:53][CH2:52][CH2:51]1. The catalyst is CCOC(C)=O.CCCCCC. The product is [O:44]=[C:17]1[C:16](=[CH:15][NH:62][C:59]2[CH:58]=[CH:57][C:56]([CH2:55][N:50]3[CH2:54][CH2:53][CH2:52][CH2:51]3)=[CH:61][CH:60]=2)[C:24]2[C:19](=[CH:20][C:21]([C:25]([C:27]3[CH:28]=[C:29]([NH:33][C:34]([C:36]4[C:40]([Cl:41])=[CH:39][N:38]([CH2:42][CH3:43])[N:37]=4)=[O:35])[CH:30]=[CH:31][CH:32]=3)=[O:26])=[CH:22][CH:23]=2)[NH:18]1. The yield is 0.310.